From a dataset of Full USPTO retrosynthesis dataset with 1.9M reactions from patents (1976-2016). Predict the reactants needed to synthesize the given product. (1) Given the product [CH3:14][O:15][C:16](=[O:27])[CH2:17][C@@H:18]([C:25]#[N:26])[CH2:19][C@H:20]([CH3:24])[CH2:21][CH2:22][CH3:23], predict the reactants needed to synthesize it. The reactants are: C([O-])(O)=O.[Na+].OP([O-])(O)=O.[K+].[OH-].[Na+].[CH3:14][O:15][C:16](=[O:27])[CH2:17][CH:18]([C:25]#[N:26])[CH2:19][C@H:20]([CH3:24])[CH2:21][CH2:22][CH3:23]. (2) The reactants are: C1C=CC(P([N:15]=[N+]=[N-])(C2C=CC=CC=2)=O)=CC=1.[CH3:18][C:19]([OH:22])([CH3:21])[CH3:20].[CH3:23][C:24]1[N:28]2[N:29]=[C:30]([N:36]([CH3:45])[C@H:37]([C:39]3[CH:44]=[CH:43][CH:42]=[CH:41][CH:40]=3)[CH3:38])[CH:31]=[C:32](C(O)=O)[C:27]2=[N:26][N:25]=1.[O:46]1[CH2:51]COCC1. Given the product [C:19]([O:22][C:51](=[O:46])[NH:15][C:32]1[C:27]2[N:28]([C:24]([CH3:23])=[N:25][N:26]=2)[N:29]=[C:30]([N:36]([CH3:45])[C@H:37]([C:39]2[CH:40]=[CH:41][CH:42]=[CH:43][CH:44]=2)[CH3:38])[CH:31]=1)([CH3:21])([CH3:20])[CH3:18], predict the reactants needed to synthesize it. (3) Given the product [C:38]([C:35]1[CH:36]=[CH:37][C:32](/[C:13](/[C:8]2[CH:7]=[CH:6][C:5]([S:2][CH3:1])=[C:10]([O:11][CH3:12])[N:9]=2)=[CH:14]\[C@@H:15]2[N:19]([CH2:20][C:21]3[CH:26]=[CH:25][C:24]([O:27][CH3:28])=[CH:23][C:22]=3[O:29][CH3:30])[C:18](=[O:31])[CH2:17][CH2:16]2)=[CH:33][CH:34]=1)([CH3:41])([CH3:40])[CH3:39], predict the reactants needed to synthesize it. The reactants are: [CH3:1][S-:2].[Na+].Br[C:5]1[CH:6]=[CH:7][C:8](/[C:13](/[C:32]2[CH:37]=[CH:36][C:35]([C:38]([CH3:41])([CH3:40])[CH3:39])=[CH:34][CH:33]=2)=[CH:14]/[C@@H:15]2[N:19]([CH2:20][C:21]3[CH:26]=[CH:25][C:24]([O:27][CH3:28])=[CH:23][C:22]=3[O:29][CH3:30])[C:18](=[O:31])[CH2:17][CH2:16]2)=[N:9][C:10]=1[O:11][CH3:12].O. (4) Given the product [CH2:1]([O:8][C:9]([NH:11][C@H:12]1[CH2:17][CH2:16][CH2:15][CH2:14][C@H:13]1[CH2:18][N:19]([CH2:20][C:21]([O:23][CH2:24][CH3:25])=[O:22])[C:26]([O:28][C:29]([CH3:32])([CH3:31])[CH3:30])=[O:27])=[O:10])[C:2]1[CH:3]=[CH:4][CH:5]=[CH:6][CH:7]=1, predict the reactants needed to synthesize it. The reactants are: [CH2:1]([O:8][C:9]([NH:11][C@H:12]1[CH2:17][CH2:16][CH2:15][CH2:14][C@H:13]1[CH2:18][NH:19][CH2:20][C:21]([O:23][CH2:24][CH3:25])=[O:22])=[O:10])[C:2]1[CH:7]=[CH:6][CH:5]=[CH:4][CH:3]=1.[C:26](O[C:26]([O:28][C:29]([CH3:32])([CH3:31])[CH3:30])=[O:27])([O:28][C:29]([CH3:32])([CH3:31])[CH3:30])=[O:27].C(N(CC)CC)C. (5) Given the product [C:1]([O:5][C:6]([NH:8][C@@H:9]([CH2:14][O:15][CH2:16][C@H:17]([CH2:28][C:29]1[CH:30]=[CH:31][CH:32]=[CH:33][CH:34]=1)[C@@H:18]([CH2:21][C:22]1[CH:27]=[CH:26][CH:25]=[CH:24][CH:23]=1)[CH:19]=[O:20])[C:10]([O:12][CH3:13])=[O:11])=[O:7])([CH3:4])([CH3:2])[CH3:3], predict the reactants needed to synthesize it. The reactants are: [C:1]([O:5][C:6]([NH:8][C@@H:9]([CH2:14][O:15][CH2:16][C@H:17]([CH2:28][C:29]1[CH:34]=[CH:33][CH:32]=[CH:31][CH:30]=1)[C@@H:18]([CH2:21][C:22]1[CH:27]=[CH:26][CH:25]=[CH:24][CH:23]=1)[CH2:19][OH:20])[C:10]([O:12][CH3:13])=[O:11])=[O:7])([CH3:4])([CH3:3])[CH3:2].C(Cl)Cl.CS(C)=O.C(N(CC)CC)C. (6) Given the product [Cl:1][C:2]1[C:3]([CH2:13][N:14]([CH:39]2[CH2:41][CH2:40]2)[C:15]([CH:17]2[C:22]([C:24]3[CH:29]=[CH:28][C:27]([F:30])=[C:26]([F:31])[CH:25]=3)([OH:23])[CH2:21][CH2:20][NH:19][CH2:18]2)=[O:16])=[CH:4][C:5]([CH2:8][CH2:9][CH2:10][O:11][CH3:12])=[N:6][CH:7]=1, predict the reactants needed to synthesize it. The reactants are: [Cl:1][C:2]1[C:3]([CH2:13][N:14]([CH:39]2[CH2:41][CH2:40]2)[C:15]([C@@H:17]2[C@:22]([C:24]3[CH:29]=[CH:28][C:27]([F:30])=[C:26]([F:31])[CH:25]=3)([OH:23])[CH2:21][CH2:20][N:19](C(OC(C)(C)C)=O)[CH2:18]2)=[O:16])=[CH:4][C:5]([CH2:8][CH2:9][CH2:10][O:11][CH3:12])=[N:6][CH:7]=1.Cl. (7) Given the product [CH3:41][NH:40][C:38]([C:5]1[C:6]2[C:11](=[CH:10][C:9]([O:12][C:13]3[CH:18]=[CH:17][N:16]=[C:15]4[CH:19]=[C:20]([C:22]([N:24]5[CH2:28][CH2:27][CH:26]([NH:29][CH3:30])[CH2:25]5)=[O:23])[S:21][C:14]=34)=[CH:8][CH:7]=2)[N:3]([CH3:2])[C:4]=1[CH3:42])=[O:39], predict the reactants needed to synthesize it. The reactants are: Cl.[CH3:2][N:3]1[C:11]2[C:6](=[CH:7][CH:8]=[C:9]([O:12][C:13]3[CH:18]=[CH:17][N:16]=[C:15]4[CH:19]=[C:20]([C:22]([N:24]5[CH2:28][CH2:27][C@@H:26]([N:29](C)[C:30](=O)OC(C)(C)C)[CH2:25]5)=[O:23])[S:21][C:14]=34)[CH:10]=2)[C:5]([C:38]([NH:40][CH3:41])=[O:39])=[C:4]1[CH3:42]. (8) Given the product [CH:1]12[CH:6]([C:7]([OH:9])=[O:8])[CH:5]1[CH2:4][CH2:3][O:2]2, predict the reactants needed to synthesize it. The reactants are: [CH:1]12[CH:6]([C:7]([O:9]CC)=[O:8])[CH:5]1[CH2:4][CH2:3][O:2]2.[Li+].[OH-]. (9) The reactants are: [NH2:1][CH:2]([CH:6]1[CH2:9][N:8]([CH:10]([C:17]2[CH:22]=[CH:21][CH:20]=[CH:19][CH:18]=2)[C:11]2[CH:16]=[CH:15][CH:14]=[CH:13][CH:12]=2)[CH2:7]1)[CH2:3][C:4]#[N:5].C(N(CC)CC)C.[F:30][C:31]([F:42])([F:41])[C:32](O[C:32](=[O:33])[C:31]([F:42])([F:41])[F:30])=[O:33]. Given the product [CH:10]([N:8]1[CH2:9][CH:6]([CH:2]([NH:1][C:32](=[O:33])[C:31]([F:42])([F:41])[F:30])[CH2:3][C:4]#[N:5])[CH2:7]1)([C:17]1[CH:18]=[CH:19][CH:20]=[CH:21][CH:22]=1)[C:11]1[CH:12]=[CH:13][CH:14]=[CH:15][CH:16]=1, predict the reactants needed to synthesize it. (10) Given the product [NH2:26][C:24]1[N:25]=[C:20]([C:6]2[CH:5]=[CH:4][C:3]([OH:18])=[C:2]([Cl:1])[C:7]=2[Cl:8])[CH:21]=[C:22]([NH:27][CH3:28])[N:23]=1, predict the reactants needed to synthesize it. The reactants are: [Cl:1][C:2]1[C:7]([Cl:8])=[C:6](B2OC(C)(C)C(C)(C)O2)[CH:5]=[CH:4][C:3]=1[OH:18].I[C:20]1[N:25]=[C:24]([NH2:26])[N:23]=[C:22]([NH:27][CH3:28])[CH:21]=1.